From a dataset of Full USPTO retrosynthesis dataset with 1.9M reactions from patents (1976-2016). Predict the reactants needed to synthesize the given product. Given the product [ClH:29].[NH2:7][C@@H:8]([CH2:9][C:10]1[CH:11]=[CH:12][C:13]([O:16][C:17]2[C:22]([N+:23]([O-:25])=[O:24])=[CH:21][CH:20]=[CH:19][N:18]=2)=[CH:14][CH:15]=1)[CH2:26][OH:27], predict the reactants needed to synthesize it. The reactants are: C(OC(=O)[NH:7][C@H:8]([CH2:26][OH:27])[CH2:9][C:10]1[CH:15]=[CH:14][C:13]([O:16][C:17]2[C:22]([N+:23]([O-:25])=[O:24])=[CH:21][CH:20]=[CH:19][N:18]=2)=[CH:12][CH:11]=1)(C)(C)C.[ClH:29].